Dataset: Forward reaction prediction with 1.9M reactions from USPTO patents (1976-2016). Task: Predict the product of the given reaction. (1) The product is: [CH2:11]([O:18][C:2]1[CH:3]=[C:4]([CH:8]=[CH:9][N:10]=1)[C:5]([OH:7])=[O:6])[C:12]1[CH:17]=[CH:16][CH:15]=[CH:14][CH:13]=1. Given the reactants Cl[C:2]1[CH:3]=[C:4]([CH:8]=[CH:9][N:10]=1)[C:5]([OH:7])=[O:6].[CH2:11]([OH:18])[C:12]1[CH:17]=[CH:16][CH:15]=[CH:14][CH:13]=1.C(O[K])(C)(C)C.O, predict the reaction product. (2) Given the reactants [CH3:1][Si](C=[N+]=[N-])(C)C.[Br:8][C:9]1[CH:10]=[CH:11][C:12]([C:15]([CH:17]2[CH2:21][CH2:20][CH2:19][CH:18]2[C:22]([OH:24])=[O:23])=[O:16])=[N:13][CH:14]=1, predict the reaction product. The product is: [Br:8][C:9]1[CH:10]=[CH:11][C:12]([C:15]([CH:17]2[CH2:21][CH2:20][CH2:19][CH:18]2[C:22]([O:24][CH3:1])=[O:23])=[O:16])=[N:13][CH:14]=1.